Dataset: Catalyst prediction with 721,799 reactions and 888 catalyst types from USPTO. Task: Predict which catalyst facilitates the given reaction. (1) Reactant: [CH3:1][O:2][C:3]1[C:4]([CH2:13][N:14]2[CH:19]=[CH:18][CH:17]=[C:16]([C:20]([O:22]CC)=[O:21])[C:15]2=[O:25])=[CH:5][C:6]2[C:11]([CH:12]=1)=[CH:10][CH:9]=[CH:8][CH:7]=2. Product: [CH3:1][O:2][C:3]1[C:4]([CH2:13][N:14]2[CH:19]=[CH:18][CH:17]=[C:16]([C:20]([OH:22])=[O:21])[C:15]2=[O:25])=[CH:5][C:6]2[C:11]([CH:12]=1)=[CH:10][CH:9]=[CH:8][CH:7]=2. The catalyst class is: 562. (2) Reactant: [F:1][C:2]1[CH:3]=[C:4]([C:8]2[CH:9]=[CH:10][C:11]3[N:12]=[CH:13][N:14]=[C:15]([NH2:18])[C:16]=3[N:17]=2)[CH:5]=[CH:6][CH:7]=1.FC1C=C(B(O)O)C=C([CH:26]=[O:27])C=1.C([O-])([O-])=O.[K+].[K+]. Product: [NH2:18][C:15]1[C:16]2[N:17]=[C:8]([C:4]3[CH:5]=[C:6]([CH:7]=[C:2]([F:1])[CH:3]=3)[CH:26]=[O:27])[CH:9]=[CH:10][C:11]=2[N:12]=[CH:13][N:14]=1. The catalyst class is: 70. (3) Reactant: [OH:1][CH:2]1[C:18]([CH3:20])([CH3:19])[C:17](=[O:21])[CH:16]([CH3:22])[CH:15]([OH:23])[CH:14]([CH3:24])[CH2:13][CH2:12][CH2:11][CH:10]2[CH:8]([N:9]2[CH2:25][CH2:26][OH:27])[CH2:7][CH:6]([C:28]([CH3:36])=[CH:29][C:30]2[N:31]=[C:32]([CH3:35])[S:33][CH:34]=2)[O:5][C:4](=[O:37])[CH2:3]1.[C:38](=O)([O:49][CH2:50][CH2:51][S:52][S:53][C:54]1[CH:59]=[CH:58][CH:57]=[CH:56][N:55]=1)[O:39]N1C2C=CC=CC=2N=N1. Product: [C:38](=[O:39])([O:49][CH2:50][CH2:51][S:52][S:53][C:54]1[CH:59]=[CH:58][CH:57]=[CH:56][N:55]=1)[O:27][CH2:26][CH2:25][N:9]1[C@@H:8]2[C@H:10]1[CH2:11][CH2:12][CH2:13][C@H:14]([CH3:24])[C@H:15]([OH:23])[C@@H:16]([CH3:22])[C:17](=[O:21])[C:18]([CH3:19])([CH3:20])[C@@H:2]([OH:1])[CH2:3][C:4](=[O:37])[O:5][C@H:6](/[C:28](/[CH3:36])=[CH:29]/[C:30]1[N:31]=[C:32]([CH3:35])[S:33][CH:34]=1)[CH2:7]2. The catalyst class is: 154. (4) Reactant: [CH:1]1([CH:5]2[CH:10]=[CH:9][N:8]([C:11]([O:13][C:14]3[CH:19]=[CH:18][CH:17]=[CH:16][CH:15]=3)=[O:12])[CH:7]=[CH:6]2)[CH2:4][CH2:3][CH2:2]1. Product: [CH:1]1([CH:5]2[CH2:10][CH2:9][N:8]([C:11]([O:13][C:14]3[CH:19]=[CH:18][CH:17]=[CH:16][CH:15]=3)=[O:12])[CH2:7][CH2:6]2)[CH2:2][CH2:3][CH2:4]1. The catalyst class is: 43.